Dataset: TCR-epitope binding with 47,182 pairs between 192 epitopes and 23,139 TCRs. Task: Binary Classification. Given a T-cell receptor sequence (or CDR3 region) and an epitope sequence, predict whether binding occurs between them. (1) The epitope is KLSYGIATV. The TCR CDR3 sequence is CASSQDLLVPPQFF. Result: 1 (the TCR binds to the epitope). (2) The epitope is LLDFVRFMGV. The TCR CDR3 sequence is CASSESLLTEQFF. Result: 0 (the TCR does not bind to the epitope). (3) The epitope is KTSVDCTMYI. The TCR CDR3 sequence is CASSPNQRETQYF. Result: 1 (the TCR binds to the epitope). (4) Result: 1 (the TCR binds to the epitope). The TCR CDR3 sequence is CASSQEDSGSYNEQFF. The epitope is VLAWLYAAV. (5) The epitope is CINGVCWTV. The TCR CDR3 sequence is CASSLARQEETQYF. Result: 1 (the TCR binds to the epitope).